From a dataset of Catalyst prediction with 721,799 reactions and 888 catalyst types from USPTO. Predict which catalyst facilitates the given reaction. (1) Reactant: [H-].[Na+].[O:3]=[C:4]1[N:9]([C:10]2[CH:15]=[CH:14][CH:13]=[C:12]([C:16]([F:19])([F:18])[F:17])[CH:11]=2)[C:8]2[CH2:20][CH2:21][C:22](=[O:23])[C:7]=2[CH:6]([C:24]2[CH:31]=[CH:30][C:27]([C:28]#[N:29])=[CH:26][CH:25]=2)[NH:5]1.I[CH2:33][C:34]#[N:35]. Product: [C:34]([CH2:33][N:5]1[CH:6]([C:24]2[CH:25]=[CH:26][C:27]([C:28]#[N:29])=[CH:30][CH:31]=2)[C:7]2[C:22](=[O:23])[CH2:21][CH2:20][C:8]=2[N:9]([C:10]2[CH:15]=[CH:14][CH:13]=[C:12]([C:16]([F:17])([F:18])[F:19])[CH:11]=2)[C:4]1=[O:3])#[N:35]. The catalyst class is: 10. (2) Reactant: [C:1]([O:5][C:6]([N:8]1[CH2:13][CH2:12][N:11]([C:14]2[CH:19]=[CH:18][C:17]([N+:20]([O-:22])=[O:21])=[C:16]([NH:23][C:24](=[O:33])[CH2:25][O:26][C:27]3[CH:32]=[CH:31][CH:30]=[CH:29][CH:28]=3)[CH:15]=2)[CH2:10][CH2:9]1)=[O:7])([CH3:4])([CH3:3])[CH3:2].C(=O)([O-])[O-].[Cs+].[Cs+].[F:40][C:41]([F:52])([F:51])[O:42][C:43]1[CH:50]=[CH:49][C:46]([CH2:47]Br)=[CH:45][CH:44]=1. Product: [C:1]([O:5][C:6]([N:8]1[CH2:9][CH2:10][N:11]([C:14]2[CH:19]=[CH:18][C:17]([N+:20]([O-:22])=[O:21])=[C:16]([N:23]([C:24](=[O:33])[CH2:25][O:26][C:27]3[CH:32]=[CH:31][CH:30]=[CH:29][CH:28]=3)[CH2:47][C:46]3[CH:49]=[CH:50][C:43]([O:42][C:41]([F:40])([F:51])[F:52])=[CH:44][CH:45]=3)[CH:15]=2)[CH2:12][CH2:13]1)=[O:7])([CH3:4])([CH3:2])[CH3:3]. The catalyst class is: 3. (3) Reactant: [C:1](OC(=O)C)(=[O:3])[CH3:2].[NH2:8][CH2:9][C@H:10]1[O:14][C:13](=[O:15])[N:12]([C:16]2[CH:17]=[C:18]3[C:22](=[C:23]([F:25])[CH:24]=2)[N:21]([CH2:26][CH3:27])[C:20](=[O:28])[CH2:19]3)[CH2:11]1.C(N(CC)C(C)C)(C)C. Product: [CH2:26]([N:21]1[C:22]2[C:18](=[CH:17][C:16]([N:12]3[CH2:11][C@H:10]([CH2:9][NH:8][C:1](=[O:3])[CH3:2])[O:14][C:13]3=[O:15])=[CH:24][C:23]=2[F:25])[CH2:19][C:20]1=[O:28])[CH3:27]. The catalyst class is: 4. (4) Reactant: [N:1]([CH2:4][C@@H:5]1[C@@H:9](O)[CH2:8][N:7]([C:11]([O:13][CH2:14][C:15]2[CH:20]=[CH:19][CH:18]=[CH:17][CH:16]=2)=[O:12])[CH2:6]1)=[N+:2]=[N-:3].C(N(S(F)(F)[F:27])CC)C.C(=O)([O-])O.[Na+]. Product: [N:1]([CH2:4][C@@H:5]1[C@H:9]([F:27])[CH2:8][N:7]([C:11]([O:13][CH2:14][C:15]2[CH:20]=[CH:19][CH:18]=[CH:17][CH:16]=2)=[O:12])[CH2:6]1)=[N+:2]=[N-:3]. The catalyst class is: 4. (5) Reactant: [CH2:1]([O:3][C:4]1[C:12]([F:13])=[CH:11][CH:10]=[C:9]2[C:5]=1[C:6]([CH2:15][C:16]([O:18]C)=[O:17])=[CH:7][N:8]2[CH3:14])[CH3:2].[OH-].[Na+].Cl. Product: [CH2:1]([O:3][C:4]1[C:12]([F:13])=[CH:11][CH:10]=[C:9]2[C:5]=1[C:6]([CH2:15][C:16]([OH:18])=[O:17])=[CH:7][N:8]2[CH3:14])[CH3:2]. The catalyst class is: 5. (6) Reactant: C([O:4][CH2:5][C:6]1[C:7]([N:31]2[N:40]=[CH:39][C:38]3[C:33](=[C:34]([F:45])[CH:35]=[C:36]([C:41]([CH3:44])([CH3:43])[CH3:42])[CH:37]=3)[C:32]2=[O:46])=[N:8][CH:9]=[CH:10][C:11]=1[C:12]1[CH:17]=[C:16]([NH:18][C:19]2[CH:28]=[C:22]3[CH:23]([CH3:27])[O:24][CH2:25][CH2:26][N:21]3[N:20]=2)[C:15](=[O:29])[N:14]([CH3:30])[CH:13]=1)(=O)C.[OH-].[Li+].C(O)(C)C.C1COCC1. The catalyst class is: 6. Product: [C:41]([C:36]1[CH:37]=[C:38]2[C:33](=[C:34]([F:45])[CH:35]=1)[C:32](=[O:46])[N:31]([C:7]1[C:6]([CH2:5][OH:4])=[C:11]([C:12]3[CH:17]=[C:16]([NH:18][C:19]4[CH:28]=[C:22]5[CH:23]([CH3:27])[O:24][CH2:25][CH2:26][N:21]5[N:20]=4)[C:15](=[O:29])[N:14]([CH3:30])[CH:13]=3)[CH:10]=[CH:9][N:8]=1)[N:40]=[CH:39]2)([CH3:42])([CH3:43])[CH3:44]. (7) Reactant: [OH:1][CH:2]([C:6]1[CH:11]=[C:10]([CH3:12])[C:9]([O:13][CH3:14])=[CH:8][C:7]=1[OH:15])[CH:3]([CH3:5])[CH3:4].C([O-])([O-])=O.[Cs+].[Cs+].Br[CH2:23][C:24]([O:26][CH2:27][CH3:28])=[O:25]. Product: [CH2:27]([O:26][C:24](=[O:25])[CH2:23][O:15][C:7]1[CH:8]=[C:9]([O:13][CH3:14])[C:10]([CH3:12])=[CH:11][C:6]=1[CH:2]([OH:1])[CH:3]([CH3:5])[CH3:4])[CH3:28]. The catalyst class is: 10.